Dataset: Forward reaction prediction with 1.9M reactions from USPTO patents (1976-2016). Task: Predict the product of the given reaction. (1) Given the reactants [NH:1]([C:13]([O:15][C:16]([CH3:19])([CH3:18])[CH3:17])=[O:14])[C@@H:2]([C:10]([OH:12])=O)[CH2:3][C:4]1[CH:9]=[CH:8][CH:7]=[CH:6][CH:5]=1.C1(N=C=NC2CCCCC2)CCCCC1.[NH:35]1[CH2:43][CH2:42][CH2:41][C@H:36]1[C:37]([O:39][CH3:40])=[O:38].Cl.C(N1CCOCC1)C, predict the reaction product. The product is: [NH:1]([C:13]([O:15][C:16]([CH3:19])([CH3:18])[CH3:17])=[O:14])[C@@H:2]([C:10]([N:35]1[CH2:43][CH2:42][CH2:41][C@H:36]1[C:37]([O:39][CH3:40])=[O:38])=[O:12])[CH2:3][C:4]1[CH:5]=[CH:6][CH:7]=[CH:8][CH:9]=1. (2) Given the reactants [N:1]1[C:6]2[CH:7]=[CH:8][S:9][C:5]=2[C:4]([N:10]2[CH2:15][CH2:14][CH:13]([NH2:16])[CH2:12][CH2:11]2)=[N:3][CH:2]=1.Cl.N1C2C=CSC=2C(N2CCC(N)C2)=NC=1.[N+](C1C=CC([O:42][C:43](=O)[NH:44][C:45]2[CH:50]=[CH:49][C:48]([CH:51]3[CH2:56][CH2:55][CH2:54][CH2:53][CH2:52]3)=[CH:47][CH:46]=2)=CC=1)([O-])=O, predict the reaction product. The product is: [CH:51]1([C:48]2[CH:47]=[CH:46][C:45]([NH:44][C:43]([NH:16][CH:13]3[CH2:12][CH2:11][N:10]([C:4]4[C:5]5[S:9][CH:8]=[CH:7][C:6]=5[N:1]=[CH:2][N:3]=4)[CH2:15][CH2:14]3)=[O:42])=[CH:50][CH:49]=2)[CH2:52][CH2:53][CH2:54][CH2:55][CH2:56]1.